From a dataset of Reaction yield outcomes from USPTO patents with 853,638 reactions. Predict the reaction yield, written as a fraction of the theoretical maximum amount of product (1.0 means a 100% yield; for example, 0.34 means a 34% yield). (1) The reactants are [F:1][C:2]1([F:34])[O:6][C:5]2[CH:7]=[CH:8][C:9]([C:11]3([C:14]([NH:16][C:17]4[N:22]=[C:21]([C:23]5[C:24]([CH3:31])=[N:25][C:26]([O:29]C)=[CH:27][CH:28]=5)[C:20]([CH3:32])=[C:19]([CH3:33])[CH:18]=4)=[O:15])[CH2:13][CH2:12]3)=[CH:10][C:4]=2[O:3]1.[Si](I)(C)(C)C.CO.C(OCC)(=O)C. The catalyst is CC#N. The product is [F:34][C:2]1([F:1])[O:6][C:5]2[CH:7]=[CH:8][C:9]([C:11]3([C:14]([NH:16][C:17]4[CH:18]=[C:19]([CH3:33])[C:20]([CH3:32])=[C:21]([C:23]5[CH:28]=[CH:27][C:26](=[O:29])[NH:25][C:24]=5[CH3:31])[N:22]=4)=[O:15])[CH2:13][CH2:12]3)=[CH:10][C:4]=2[O:3]1. The yield is 0.740. (2) The yield is 0.550. The catalyst is O1CCCC1. The product is [F:1][C:2]1[CH:23]=[C:22]2[C:5]([CH:6]=[CH:7][C:8]3([O:21]2)[CH2:9][CH2:10][NH:11][CH2:12][CH2:13]3)=[CH:4][CH:3]=1. The reactants are [F:1][C:2]1[CH:23]=[C:22]2[C:5]([C:6](=O)[CH2:7][C:8]3([O:21]2)[CH2:13][CH2:12][N:11](C(OC(C)(C)C)=O)[CH2:10][CH2:9]3)=[CH:4][CH:3]=1.O1CCCC1.B.Cl. (3) The reactants are Cl.[Cl:2][C:3]1[CH:8]=[CH:7][C:6]([C:9]([CH:11]2[CH2:16][CH2:15][NH:14][CH2:13][CH2:12]2)=[O:10])=[CH:5][CH:4]=1.C(N(CC)CC)C.[C:24](O[C:24]([O:26][C:27]([CH3:30])([CH3:29])[CH3:28])=[O:25])([O:26][C:27]([CH3:30])([CH3:29])[CH3:28])=[O:25]. The catalyst is C(#N)C. The product is [C:27]([O:26][C:24]([N:14]1[CH2:15][CH2:16][CH:11]([C:9](=[O:10])[C:6]2[CH:7]=[CH:8][C:3]([Cl:2])=[CH:4][CH:5]=2)[CH2:12][CH2:13]1)=[O:25])([CH3:30])([CH3:29])[CH3:28]. The yield is 0.900. (4) The product is [F:1][C:2]1[CH:7]=[C:6]([Si:8]([CH3:10])([CH3:9])[CH3:11])[CH:5]=[CH:4][C:3]=1[NH2:12]. The catalyst is C(O)C. The yield is 0.920. The reactants are [F:1][C:2]1[CH:7]=[C:6]([Si:8]([CH3:11])([CH3:10])[CH3:9])[CH:5]=[CH:4][C:3]=1[N+:12]([O-])=O. (5) The reactants are [O:1]1[C:5]2[CH:6]=[CH:7][C:8]([C:10]3([C:13]([OH:15])=O)[CH2:12][CH2:11]3)=[CH:9][C:4]=2[O:3][CH2:2]1.CN(C(ON1N=NC2C=CC=CC1=2)=[N+](C)C)C.F[P-](F)(F)(F)(F)F.CCN(CC)CC.[NH2:47][C:48]1[CH:49]=[C:50]2[C:54](=[CH:55][CH:56]=1)[NH:53][C:52]([CH:57]([CH3:63])[C:58]([O:60][CH2:61][CH3:62])=[O:59])=[CH:51]2. The catalyst is C(#N)C. The product is [O:1]1[C:5]2[CH:6]=[CH:7][C:8]([C:10]3([C:13]([NH:47][C:48]4[CH:49]=[C:50]5[C:54](=[CH:55][CH:56]=4)[NH:53][C:52]([CH:57]([CH3:63])[C:58]([O:60][CH2:61][CH3:62])=[O:59])=[CH:51]5)=[O:15])[CH2:11][CH2:12]3)=[CH:9][C:4]=2[O:3][CH2:2]1. The yield is 0.500. (6) The reactants are [C:1]([O:9][C:10]1[CH:15]=[CH:14][CH:13]=[C:12]([N+:16]([O-])=O)[CH:11]=1)(=[O:8])[C:2]1[CH:7]=[CH:6][CH:5]=[CH:4][CH:3]=1.O.O.[Sn](Cl)Cl.C(=O)([O-])[O-].[Na+].[Na+]. The catalyst is C(O)C. The product is [C:1]([O:9][C:10]1[CH:15]=[CH:14][CH:13]=[C:12]([NH2:16])[CH:11]=1)(=[O:8])[C:2]1[CH:3]=[CH:4][CH:5]=[CH:6][CH:7]=1. The yield is 1.00. (7) The reactants are [CH:1]([C:3]1[CH:4]=[C:5]([O:9][CH3:10])[CH:6]=[CH:7][CH:8]=1)=[CH2:2].C(O)(=[O:13])C.BrN1C(=O)CCC1=O.[OH-].[Na+]. The catalyst is O1CCOCC1.O. The product is [CH3:10][O:9][C:5]1[CH:4]=[C:3]([CH:1]2[CH2:2][O:13]2)[CH:8]=[CH:7][CH:6]=1. The yield is 1.00. (8) The reactants are [CH:1]1([CH2:7][C@@H:8]([C:10]([OH:12])=[O:11])[NH2:9])[CH2:6][CH2:5][CH2:4][CH2:3][CH2:2]1.S(Cl)([Cl:15])=O.[CH3:17]O. No catalyst specified. The product is [ClH:15].[CH3:17][O:11][C:10](=[O:12])[C@H:8]([CH2:7][CH:1]1[CH2:6][CH2:5][CH2:4][CH2:3][CH2:2]1)[NH2:9]. The yield is 0.839.